From a dataset of Peptide-MHC class I binding affinity with 185,985 pairs from IEDB/IMGT. Regression. Given a peptide amino acid sequence and an MHC pseudo amino acid sequence, predict their binding affinity value. This is MHC class I binding data. (1) The peptide sequence is SSDDFALIV. The MHC is HLA-B15:17 with pseudo-sequence HLA-B15:17. The binding affinity (normalized) is 0.498. (2) The peptide sequence is VSFDQNLDY. The MHC is HLA-B38:01 with pseudo-sequence HLA-B38:01. The binding affinity (normalized) is 0.0847. (3) The peptide sequence is MTACGRIVV. The MHC is HLA-A66:01 with pseudo-sequence HLA-A66:01. The binding affinity (normalized) is 0.213. (4) The binding affinity (normalized) is 0.0847. The peptide sequence is RDYRTISPR. The MHC is HLA-A24:03 with pseudo-sequence HLA-A24:03.